This data is from Full USPTO retrosynthesis dataset with 1.9M reactions from patents (1976-2016). The task is: Predict the reactants needed to synthesize the given product. (1) Given the product [CH3:17][C:16]1[O:15][N:14]=[C:13]([N:18]2[CH2:19][CH2:20][CH2:21][CH2:22]2)[C:12]=1[CH2:11][O:10][C:7]1[CH:8]=[CH:9][C:4]([C:3]([NH:24][CH:25]2[CH2:30][CH2:29][O:28][CH2:27][CH2:26]2)=[O:23])=[CH:5][N:6]=1, predict the reactants needed to synthesize it. The reactants are: CO[C:3](=[O:23])[C:4]1[CH:9]=[CH:8][C:7]([O:10][CH2:11][C:12]2[C:13]([N:18]3[CH2:22][CH2:21][CH2:20][CH2:19]3)=[N:14][O:15][C:16]=2[CH3:17])=[N:6][CH:5]=1.[NH2:24][CH:25]1[CH2:30][CH2:29][O:28][CH2:27][CH2:26]1. (2) Given the product [CH2:1]([O:8][C:9]1[N:10]=[N:11][C:12]([O:16][C:17]2[CH:18]=[CH:19][C:20]([CH2:23][CH2:24][CH:25]([NH:27][C:28](=[O:30])[CH3:29])[CH3:26])=[CH:21][CH:22]=2)=[CH:13][CH:14]=1)[C:2]1[CH:7]=[CH:6][CH:5]=[CH:4][CH:3]=1, predict the reactants needed to synthesize it. The reactants are: [CH2:1]([O:8][C:9]1[N:10]=[N:11][C:12](Cl)=[CH:13][CH:14]=1)[C:2]1[CH:7]=[CH:6][CH:5]=[CH:4][CH:3]=1.[OH:16][C:17]1[CH:22]=[CH:21][C:20]([CH2:23][CH2:24][CH:25]([NH:27][C:28](=[O:30])[CH3:29])[CH3:26])=[CH:19][CH:18]=1. (3) The reactants are: [C@H:1]12[CH2:8][CH2:7][CH2:6][C@H:5]1[CH2:4][NH:3][C@@H:2]2[CH2:9][NH:10][C:11]([C:13]1[N:20]2[C:16]([S:17][CH:18]=[CH:19]2)=[N:15][C:14]=1[CH3:21])=[O:12].[NH2:22][C:23]1[S:24][C:25]([C:31]2[CH:36]=[CH:35][CH:34]=[C:33]([F:37])[CH:32]=2)=[C:26]([C:28](O)=[O:29])[N:27]=1. Given the product [NH2:22][C:23]1[S:24][C:25]([C:31]2[CH:36]=[CH:35][CH:34]=[C:33]([F:37])[CH:32]=2)=[C:26]([C:28]([N:3]2[CH2:4][C@H:5]3[C@H:1]([CH2:8][CH2:7][CH2:6]3)[C@H:2]2[CH2:9][NH:10][C:11]([C:13]2[N:20]3[C:16]([S:17][CH:18]=[CH:19]3)=[N:15][C:14]=2[CH3:21])=[O:12])=[O:29])[N:27]=1, predict the reactants needed to synthesize it. (4) Given the product [ClH:34].[C:1]([C:4]1[C:9]2[S:10][C:11]([C:14]([NH:16][C:17]3[CH:26]=[C:25]([C:27]([OH:30])([CH3:28])[CH3:29])[C:24]4[C:19](=[CH:20][CH:21]=[CH:22][CH:23]=4)[N:18]=3)=[O:15])=[C:12]([CH3:13])[C:8]=2[C:7]([CH2:31][O:32][CH3:33])=[CH:6][CH:5]=1)(=[O:3])[CH3:2], predict the reactants needed to synthesize it. The reactants are: [C:1]([C:4]1[C:9]2[S:10][C:11]([C:14]([NH:16][C:17]3[CH:26]=[C:25]([C:27]([OH:30])([CH3:29])[CH3:28])[C:24]4[C:19](=[CH:20][CH:21]=[CH:22][CH:23]=4)[N:18]=3)=[O:15])=[C:12]([CH3:13])[C:8]=2[C:7]([CH2:31][O:32][CH3:33])=[CH:6][CH:5]=1)(=[O:3])[CH3:2].[ClH:34]. (5) Given the product [Cl:14][C:7]1[CH:2]=[C:3]([S:8][CH2:9][CH2:10][C:11]([OH:13])=[O:12])[CH:4]=[CH:5][CH:6]=1, predict the reactants needed to synthesize it. The reactants are: Cl[C:2]1[CH:7]=[CH:6][CH:5]=[CH:4][C:3]=1[S:8][CH2:9][CH2:10][C:11]([OH:13])=[O:12].[Cl:14]C1C=C(S)C=CC=1.BrCCC(OCC)=O.[OH-].[K+]. (6) Given the product [Cl:1][C:2]1[CH:23]=[CH:22][CH:21]=[CH:20][C:3]=1[CH2:4][N:5]([CH3:19])[C:6](=[O:18])[CH2:7][CH2:8][CH2:9][S:10]([C:11]1[CH:16]=[CH:15][C:14]([OH:17])=[CH:13][CH:12]=1)=[O:32], predict the reactants needed to synthesize it. The reactants are: [Cl:1][C:2]1[CH:23]=[CH:22][CH:21]=[CH:20][C:3]=1[CH2:4][N:5]([CH3:19])[C:6](=[O:18])[CH2:7][CH2:8][CH2:9][S:10][C:11]1[CH:16]=[CH:15][C:14]([OH:17])=[CH:13][CH:12]=1.ClC1C=CC=C(C(OO)=[O:32])C=1.